Dataset: Reaction yield outcomes from USPTO patents with 853,638 reactions. Task: Predict the reaction yield, written as a fraction of the theoretical maximum amount of product (1.0 means a 100% yield; for example, 0.34 means a 34% yield). (1) The reactants are C(O)(=O)C.[NH2:5][C:6]([C:9]1[CH:14]=[CH:13][C:12]([NH:15][C:16]([C:18]2[NH:19][CH:20]=[C:21]([C:23]#[N:24])[N:22]=2)=[O:17])=[C:11]([C:25]2[CH2:30][CH2:29][CH2:28][CH2:27][CH:26]=2)[CH:10]=1)([CH3:8])[CH3:7].[C:31](Cl)(=[O:35])[C:32](Cl)=[O:33].CC[N:39](C(C)C)C(C)C. No catalyst specified. The product is [C:23]([C:21]1[N:22]=[C:18]([C:16]([NH:15][C:12]2[CH:13]=[CH:14][C:9]([C:6]([NH:5][C:31](=[O:35])[C:32]([NH2:39])=[O:33])([CH3:8])[CH3:7])=[CH:10][C:11]=2[C:25]2[CH2:30][CH2:29][CH2:28][CH2:27][CH:26]=2)=[O:17])[NH:19][CH:20]=1)#[N:24]. The yield is 0.340. (2) The catalyst is CN(C=O)C. The reactants are [N:1]1[C:10]2[NH:9][CH2:8][CH2:7][CH2:6][C:5]=2[CH:4]=[CH:3][C:2]=1CC(N)O.CCOC(/[N:20]=N/C(OCC)=O)=O.[OH:27][CH:28]1[CH2:37][CH2:36][C:35]2[CH:34]=[C:33]([CH2:38][C:39]([O:41][CH2:42][CH3:43])=[O:40])[CH:32]=[CH:31][C:30]=2[CH2:29]1.C1(P([C:57]2[CH:62]=CC=CC=2)C2C=CC=CC=2)C=CC=CC=1. The product is [N:1]1[C:10]2[NH:9][CH2:8][CH2:7][CH2:6][C:5]=2[CH:4]=[CH:3][C:2]=1[NH:20][CH2:62][CH2:57][O:27][C:28]1[CH:29]=[C:30]2[C:35](=[CH:36][CH:37]=1)[CH2:34][CH:33]([CH2:38][C:39]([O:41][CH2:42][CH3:43])=[O:40])[CH2:32][CH2:31]2. The yield is 0.150. (3) The reactants are F[C:2]1[C:7]([C:8]2[N:13]=[C:12]([CH3:14])[N:11]=[C:10]([NH2:15])[N:9]=2)=[CH:6][C:5]([CH2:16][N:17]2[CH2:22][CH2:21][O:20][CH2:19][CH2:18]2)=[CH:4][N:3]=1.[NH2:23][C:24]1[CH:25]=[C:26]([NH:31][S:32]([N:35]([CH3:37])[CH3:36])(=[O:34])=[O:33])[C:27]([Cl:30])=[N:28][CH:29]=1.C[Si]([N-][Si](C)(C)C)(C)C.[Na+]. The catalyst is CN(C=O)C. The product is [NH2:15][C:10]1[N:11]=[C:12]([CH3:14])[N:13]=[C:8]([C:7]2[C:2]([NH:23][C:24]3[CH:25]=[C:26]([NH:31][S:32]([N:35]([CH3:37])[CH3:36])(=[O:33])=[O:34])[C:27]([Cl:30])=[N:28][CH:29]=3)=[N:3][CH:4]=[C:5]([CH2:16][N:17]3[CH2:22][CH2:21][O:20][CH2:19][CH2:18]3)[CH:6]=2)[N:9]=1. The yield is 0.440. (4) The reactants are O=P(Cl)(Cl)Cl.[CH3:6][N:7]([CH3:25])[C:8]1[CH:13]=[N:12][N:11]([CH:14]2[CH2:19][C:18]([CH3:21])([CH3:20])[CH2:17][C:16]([CH3:23])([CH3:22])[CH2:15]2)[C:10](=[O:24])[CH:9]=1.CN([CH:29]=[O:30])C. No catalyst specified. The product is [CH3:25][N:7]([CH3:6])[C:8]1[CH:13]=[N:12][N:11]([CH:14]2[CH2:19][C:18]([CH3:20])([CH3:21])[CH2:17][C:16]([CH3:23])([CH3:22])[CH2:15]2)[C:10](=[O:24])[C:9]=1[CH:29]=[O:30]. The yield is 1.00. (5) The reactants are [C:1]([C:4]1[C:22](=[O:23])[C@@:8]2([CH3:24])[C:9]3[C:15]([OH:16])=[CH:14][C:13]([O:17][CH3:18])=[C:12]([C:19]([NH2:21])=[O:20])[C:10]=3[O:11][C:7]2=[CH:6][C:5]=1[OH:25])(=[O:3])[CH3:2].[CH3:26][C:27]1[CH:36]=[CH:35][C:34]2[C:29](=[CH:30][CH:31]=[C:32]([F:37])[CH:33]=2)[C:28]=1[CH:38]=O.C([SiH](CC)CC)C.FC(F)(F)C(O)=O. The catalyst is C(#N)C. The product is [C:1]([C:4]1[C:22](=[O:23])[C@@:8]2([CH3:24])[C:9]3[C:15]([OH:16])=[CH:14][C:13]([O:17][CH3:18])=[C:12]([C:19]([NH:21][CH2:38][C:28]4[C:29]5[C:34](=[CH:33][C:32]([F:37])=[CH:31][CH:30]=5)[CH:35]=[CH:36][C:27]=4[CH3:26])=[O:20])[C:10]=3[O:11][C:7]2=[CH:6][C:5]=1[OH:25])(=[O:3])[CH3:2]. The yield is 0.790.